Predict the reaction yield, written as a fraction of the theoretical maximum amount of product (1.0 means a 100% yield; for example, 0.34 means a 34% yield). From a dataset of Reaction yield outcomes from USPTO patents with 853,638 reactions. (1) The reactants are [F:1][C:2]([F:26])([F:25])[O:3][C:4]1[CH:9]=[CH:8][C:7]([N:10]2[CH:14]=[N:13][C:12]([C:15]3[CH:20]=[CH:19][C:18]([CH2:21][C@H:22]([NH2:24])[CH3:23])=[CH:17][CH:16]=3)=[N:11]2)=[CH:6][CH:5]=1.[C:27](=[O:30])(O)[O-].[Na+].ClC(Cl)(OC(=O)OC(Cl)(Cl)Cl)Cl.[CH:44]([C:47]1[CH:52]=[CH:51][C:50]([CH3:53])=[CH:49][C:48]=1[NH:54][C:55]([NH2:57])=[S:56])([CH3:46])[CH3:45].C(=O)([O-])[O-].[Cs+].[Cs+].Br[CH2:65][C:66](OC)=[O:67].C([O-])(=O)C.[Na+]. The catalyst is ClCCl.O.O.C(O)C. The product is [CH:44]([C:47]1[CH:52]=[CH:51][C:50]([CH3:53])=[CH:49][C:48]=1[N:54]1[C:66](=[O:67])[CH2:65][S:56]/[C:55]/1=[N:57]\[C:27]([NH:24][C@H:22]([CH3:23])[CH2:21][C:18]1[CH:19]=[CH:20][C:15]([C:12]2[N:13]=[CH:14][N:10]([C:7]3[CH:6]=[CH:5][C:4]([O:3][C:2]([F:1])([F:25])[F:26])=[CH:9][CH:8]=3)[N:11]=2)=[CH:16][CH:17]=1)=[O:30])([CH3:46])[CH3:45]. The yield is 0.190. (2) The reactants are Cl[C:2]1[C:7]([N+:8]([O-:10])=[O:9])=[CH:6][CH:5]=[CH:4][N:3]=1.[C:11]1([NH2:17])[CH:16]=[CH:15][CH:14]=[CH:13][CH:12]=1.CCN(CC)CC. The catalyst is CN1C(=O)CCC1. The product is [N+:8]([C:7]1[C:2]([NH:17][C:11]2[CH:16]=[CH:15][CH:14]=[CH:13][CH:12]=2)=[N:3][CH:4]=[CH:5][CH:6]=1)([O-:10])=[O:9]. The yield is 0.580. (3) The product is [Cl:1][C:2]1[CH:3]=[C:4]([CH2:5][OH:6])[CH:8]=[C:9]([C:11]([F:13])([F:14])[F:12])[CH:10]=1. The yield is 0.530. The catalyst is C1(C)C=CC=CC=1. The reactants are [Cl:1][C:2]1[CH:3]=[C:4]([CH:8]=[C:9]([C:11]([F:14])([F:13])[F:12])[CH:10]=1)[C:5](O)=[O:6].S(Cl)(Cl)=O. (4) The product is [C:16]([C:18]1[C:19](=[C:26]([C:27]#[N:28])[C:29]#[N:30])[O:20][C:21]([CH3:24])([CH3:25])[C:22]=1[CH:23]=[CH:34][CH:33]=[CH:32][C:2]1[CH:8]=[CH:7][C:5]([N:6]([CH2:9][CH3:10])[CH2:13][CH3:14])=[CH:4][CH:3]=1)#[N:17]. The reactants are Cl[C:2]1[CH:8]=[CH:7][C:5]([NH2:6])=[CH:4][CH:3]=1.[C:9](O)(=O)[CH3:10].[CH2:13](O)[CH3:14].[C:16]([C:18]1[C:19](=[C:26]([C:29]#[N:30])[C:27]#[N:28])[O:20][C:21]([CH3:25])([CH3:24])[C:22]=1[CH3:23])#[N:17].N1C=C[CH:34]=[CH:33][CH:32]=1. The catalyst is C(Cl)(Cl)Cl. The yield is 0.810. (5) The reactants are [CH3:1][O:2][C:3]1[CH:8]=[CH:7][CH:6]=[CH:5][C:4]=1[C:9]1[N:10]=[N:11][N:12]([CH3:18])[C:13]=1[C:14]([O:16]C)=[O:15].[OH-].[Na+]. The catalyst is CO. The product is [CH3:1][O:2][C:3]1[CH:8]=[CH:7][CH:6]=[CH:5][C:4]=1[C:9]1[N:10]=[N:11][N:12]([CH3:18])[C:13]=1[C:14]([OH:16])=[O:15]. The yield is 0.950. (6) The reactants are Br[C:2]1[CH:3]=[C:4]([NH:10][C:11]2[CH:16]=[N:15][C:14]([N:17]3[CH2:22][CH2:21][N:20]([CH:23]4[CH2:26][O:25][CH2:24]4)[CH2:19][CH2:18]3)=[CH:13][N:12]=2)[C:5](=[O:9])[N:6]([CH3:8])[CH:7]=1.[C:27]([O:30][CH2:31][C:32]1[C:33]([N:47]2[CH2:59][CH2:58][N:50]3[C:51]4[CH2:52][CH2:53][CH2:54][CH2:55][C:56]=4[CH:57]=[C:49]3[C:48]2=[O:60])=[N:34][CH:35]=[CH:36][C:37]=1B1OC(C)(C)C(C)(C)O1)(=[O:29])[CH3:28].C([O-])(=O)C.[Na+].[O-]P([O-])([O-])=O.[K+].[K+].[K+]. The catalyst is C1C=CC(P(C2C=CC=CC=2)[C-]2C=CC=C2)=CC=1.C1C=CC(P(C2C=CC=CC=2)[C-]2C=CC=C2)=CC=1.Cl[Pd]Cl.[Fe+2].O.C(#N)C. The product is [C:27]([O:30][CH2:31][C:32]1[C:33]([N:47]2[CH2:59][CH2:58][N:50]3[C:51]4[CH2:52][CH2:53][CH2:54][CH2:55][C:56]=4[CH:57]=[C:49]3[C:48]2=[O:60])=[N:34][CH:35]=[CH:36][C:37]=1[C:2]1[CH:3]=[C:4]([NH:10][C:11]2[CH:16]=[N:15][C:14]([N:17]3[CH2:22][CH2:21][N:20]([CH:23]4[CH2:26][O:25][CH2:24]4)[CH2:19][CH2:18]3)=[CH:13][N:12]=2)[C:5](=[O:9])[N:6]([CH3:8])[CH:7]=1)(=[O:29])[CH3:28]. The yield is 0.340.